Dataset: Forward reaction prediction with 1.9M reactions from USPTO patents (1976-2016). Task: Predict the product of the given reaction. Given the reactants [CH3:1][C:2]1([CH3:9])[O:6][CH:5]([CH2:7][OH:8])[CH2:4][O:3]1.[H-].[Na+].[Cl:12][C:13]1[N:14]=[N:15][C:16]([Cl:20])=[CH:17][C:18]=1Cl, predict the reaction product. The product is: [Cl:12][C:13]1[N:14]=[N:15][C:16]([Cl:20])=[CH:17][C:18]=1[O:8][CH2:7][CH:5]1[CH2:4][O:3][C:2]([CH3:9])([CH3:1])[O:6]1.